Dataset: Reaction yield outcomes from USPTO patents with 853,638 reactions. Task: Predict the reaction yield, written as a fraction of the theoretical maximum amount of product (1.0 means a 100% yield; for example, 0.34 means a 34% yield). (1) The product is [CH3:47][C:44]1[CH:45]=[CH:46][C:41]([NH:40][C:32]([NH:25][C:24]2[CH:26]=[CH:27][C:21]([C:9]3[N:8]=[C:7]([N:1]4[CH2:2][CH2:3][O:4][CH2:5][CH2:6]4)[N:12]=[C:11]([N:13]4[CH:14]5[CH2:20][CH2:19][CH:18]4[CH2:17][O:16][CH2:15]5)[N:10]=3)=[CH:22][CH:23]=2)=[O:38])=[CH:42][CH:43]=1. The yield is 0.310. No catalyst specified. The reactants are [N:1]1([C:7]2[N:12]=[C:11]([N:13]3[CH:18]4[CH2:19][CH2:20][CH:14]3[CH2:15][O:16][CH2:17]4)[N:10]=[C:9]([C:21]3[CH:27]=[CH:26][C:24]([NH2:25])=[CH:23][CH:22]=3)[N:8]=2)[CH2:6][CH2:5][O:4][CH2:3][CH2:2]1.ClC(Cl)(O[C:32](=[O:38])OC(Cl)(Cl)Cl)Cl.[NH2:40][C:41]1[CH:46]=[CH:45][C:44]([CH3:47])=[CH:43][CH:42]=1. (2) The reactants are [CH3:1][O:2][C:3]([NH:5][C@H:6]([C:10]([N:12]1[CH2:16][C@@H:15]([CH3:17])[CH2:14][C@H:13]1[C:18]1[NH:22][C:21]2[C:23]3[C:28]([CH:29]=[CH:30][C:20]=2[N:19]=1)=[CH:27][C:26]1[C:31]2[C:36]([CH2:37][O:38][C:25]=1[CH:24]=3)=[CH:35][C:34]([C:39]1[NH:43][C:42]([C@@H:44]3[CH2:48][C@H:47]([CH2:49][O:50][CH3:51])[CH2:46][N:45]3C(OC(C)(C)C)=O)=[N:41][CH:40]=1)=[CH:33][CH:32]=2)=[O:11])[CH:7]([CH3:9])[CH3:8])=[O:4].Cl.[CH3:60][O:61][C:62]([NH:64][C@H:65]([C:69]1[CH:74]=[CH:73][CH:72]=[CH:71][CH:70]=1)[C:66]([OH:68])=O)=[O:63].CCOC(C(C#N)=NOC(N1CCOCC1)=[N+](C)C)=O.F[P-](F)(F)(F)(F)F.CCN(C(C)C)C(C)C. The catalyst is C(Cl)Cl.CO.CCOC(C)=O.CN(C=O)C.CO. The product is [CH3:1][O:2][C:3]([NH:5][C@@H:6]([CH:7]([CH3:9])[CH3:8])[C:10]([N:12]1[CH2:16][C@@H:15]([CH3:17])[CH2:14][C@H:13]1[C:18]1[NH:22][C:21]2[C:23]3[C:28]([CH:29]=[CH:30][C:20]=2[N:19]=1)=[CH:27][C:26]1[C:31]2[C:36]([CH2:37][O:38][C:25]=1[CH:24]=3)=[CH:35][C:34]([C:39]1[NH:43][C:42]([C@@H:44]3[CH2:48][C@H:47]([CH2:49][O:50][CH3:51])[CH2:46][N:45]3[C:66](=[O:68])[C@H:65]([NH:64][C:62](=[O:63])[O:61][CH3:60])[C:69]3[CH:74]=[CH:73][CH:72]=[CH:71][CH:70]=3)=[N:41][CH:40]=1)=[CH:33][CH:32]=2)=[O:11])=[O:4]. The yield is 0.380. (3) The reactants are [OH:1][C:2]1[CH:7]=[CH:6][C:5]([C:8](=O)/[CH:9]=[CH:10]/[C:11]2[CH:12]=[C:13]([CH:19]=[CH:20][CH:21]=2)[O:14][CH2:15][C:16]([OH:18])=[O:17])=[CH:4][C:3]=1[CH3:23].[NH2:24][C:25]([NH2:27])=[O:26]. The catalyst is Cl.O1CCOCC1. The product is [OH:1][C:2]1[CH:7]=[CH:6][C:5]([C:8]2[CH:9]=[C:10]([C:11]3[CH:12]=[C:13]([O:14][CH2:15][C:16]([OH:18])=[O:17])[CH:19]=[CH:20][CH:21]=3)[NH:24][C:25](=[O:26])[N:27]=2)=[CH:4][C:3]=1[CH3:23]. The yield is 0.540.